This data is from Full USPTO retrosynthesis dataset with 1.9M reactions from patents (1976-2016). The task is: Predict the reactants needed to synthesize the given product. (1) Given the product [NH2:11][C@H:12]1[C@@H:18]2[CH2:19][CH2:20][C@@H:14]([C@@H:15]3[C@H:17]2[CH2:16]3)[C@H:13]1[C:21]([O:23][CH3:24])=[O:22], predict the reactants needed to synthesize it. The reactants are: C(OC([NH:11][C@H:12]1[C@@H:18]2[CH:19]=[CH:20][C@@H:14]([C@@H:15]3[C@H:17]2[CH2:16]3)[C@H:13]1[C:21]([O:23][CH3:24])=[O:22])=O)C1C=CC=CC=1. (2) Given the product [CH3:4][C:5]1[C:10]([NH:11][C:12]([C:14]2[CH:15]=[CH:16][C:17]3[C@@:23]4([CH2:29][C:30]5[CH:31]=[CH:32][CH:33]=[CH:34][CH:35]=5)[CH2:24][CH2:25][C@@:26]([OH:28])([CH3:37])[CH2:27][C@@H:22]4[CH2:21][CH2:20][CH2:19][C:18]=3[CH:36]=2)=[O:13])=[CH:9][CH:8]=[CH:7][N:6]=1.[CH3:37][C:38]1[C:43]([NH:44][C:45]([C:47]2[CH:48]=[CH:49][C:50]3[C@:56]4([CH2:62][C:63]5[CH:64]=[CH:65][CH:66]=[CH:67][CH:68]=5)[CH2:57][CH2:58][C@:59]([OH:61])([CH3:1])[CH2:60][C@H:55]4[CH2:54][CH2:53][CH2:52][C:51]=3[CH:69]=2)=[O:46])=[CH:42][CH:41]=[CH:40][N:39]=1, predict the reactants needed to synthesize it. The reactants are: [CH3:1][Mg]Br.[CH3:4][C:5]1[C:10]([NH:11][C:12]([C:14]2[CH:15]=[CH:16][C:17]3[C@@:23]4([CH2:29][C:30]5[CH:35]=[CH:34][CH:33]=[CH:32][CH:31]=5)[CH2:24][CH2:25][C:26](=[O:28])[CH2:27][C@@H:22]4[CH2:21][CH2:20][CH2:19][C:18]=3[CH:36]=2)=[O:13])=[CH:9][CH:8]=[CH:7][N:6]=1.[CH3:37][C:38]1[C:43]([NH:44][C:45]([C:47]2[CH:48]=[CH:49][C:50]3[C@:56]4([CH2:62][C:63]5[CH:68]=[CH:67][CH:66]=[CH:65][CH:64]=5)[CH2:57][CH2:58][C:59](=[O:61])[CH2:60][C@H:55]4[CH2:54][CH2:53][CH2:52][C:51]=3[CH:69]=2)=[O:46])=[CH:42][CH:41]=[CH:40][N:39]=1.